Task: Predict which catalyst facilitates the given reaction.. Dataset: Catalyst prediction with 721,799 reactions and 888 catalyst types from USPTO (1) Reactant: [CH3:1][N:2]1[C:11](=[O:12])[C:10]2[N:9]([CH2:13][CH:14]([OH:17])[CH2:15][CH3:16])[C:8]([Cl:18])=[N:7][C:6]=2[N:5]([CH3:19])[C:3]1=[O:4].[CH3:20][S:21](Cl)(=[O:23])=[O:22].C(N(CC)CC)C. Product: [CH3:1][N:2]1[C:11](=[O:12])[C:10]2[N:9]([CH2:13][CH:14]([O:17][S:21]([CH3:20])(=[O:23])=[O:22])[CH2:15][CH3:16])[C:8]([Cl:18])=[N:7][C:6]=2[N:5]([CH3:19])[C:3]1=[O:4]. The catalyst class is: 2. (2) Reactant: [N+:1]([C:4]1[CH:11]=[CH:10][C:7]([CH2:8][NH2:9])=[CH:6][CH:5]=1)([O-])=O.Cl.[CH:13]1[N:18]=[C:17](Cl)[C:16]2[N:20]=[CH:21][N:22]([C@@H:23]3[O:27][C@H:26]([CH2:28][OH:29])[C@@H:25]([OH:30])[C@H:24]3[OH:31])[C:15]=2[N:14]=1.C(N(CC)CC)C. Product: [NH2:1][C:4]1[CH:11]=[CH:10][C:7]([CH2:8][NH:9][C:17]2[C:16]3[N:20]=[CH:21][N:22]([C:15]=3[N:14]=[CH:13][N:18]=2)[C@@H:23]2[O:27][C@H:26]([CH2:28][OH:29])[C@@H:25]([OH:30])[C@H:24]2[OH:31])=[CH:6][CH:5]=1. The catalyst class is: 259. (3) Reactant: CC1(C)C(C)(C)OB([C:9]2[CH:18]=[C:17]3[C:12]([CH:13]=[CH:14][N:15]=[CH:16]3)=[CH:11][CH:10]=2)O1.[CH2:20]([O:22][C:23]([C:25]1[S:29][C:28](Br)=[N:27][C:26]=1[CH3:31])=[O:24])[CH3:21].C(=O)([O-])[O-].[Cs+].[Cs+].CN(C)C=O. Product: [CH2:20]([O:22][C:23]([C:25]1[S:29][C:28]([C:9]2[CH:18]=[C:17]3[C:12]([CH:13]=[CH:14][N:15]=[CH:16]3)=[CH:11][CH:10]=2)=[N:27][C:26]=1[CH3:31])=[O:24])[CH3:21]. The catalyst class is: 84.